This data is from Full USPTO retrosynthesis dataset with 1.9M reactions from patents (1976-2016). The task is: Predict the reactants needed to synthesize the given product. Given the product [Cl:1][C:2]1[CH:3]=[CH:4][CH:5]=[C:6]2[C:11]=1[C:10]([O:12][C@H:13]1[CH2:17][CH2:16][N:15]([C:18]([O:20][C:21]([CH3:23])([CH3:22])[CH3:24])=[O:19])[CH2:14]1)=[N:9][C:8]([C:25]([NH:27][NH2:28])=[NH:26])=[CH:7]2, predict the reactants needed to synthesize it. The reactants are: [Cl:1][C:2]1[CH:3]=[CH:4][CH:5]=[C:6]2[C:11]=1[C:10]([O:12][C@H:13]1[CH2:17][CH2:16][N:15]([C:18]([O:20][C:21]([CH3:24])([CH3:23])[CH3:22])=[O:19])[CH2:14]1)=[N:9][C:8]([C:25]#[N:26])=[CH:7]2.[NH2:27][NH2:28].O.